From a dataset of NCI-60 drug combinations with 297,098 pairs across 59 cell lines. Regression. Given two drug SMILES strings and cell line genomic features, predict the synergy score measuring deviation from expected non-interaction effect. (1) Drug 1: C1CN(CCN1C(=O)CCBr)C(=O)CCBr. Drug 2: C1CN(P(=O)(OC1)NCCCl)CCCl. Cell line: NCIH23. Synergy scores: CSS=37.7, Synergy_ZIP=-2.07, Synergy_Bliss=3.17, Synergy_Loewe=-27.7, Synergy_HSA=3.52. (2) Drug 1: CC12CCC3C(C1CCC2=O)CC(=C)C4=CC(=O)C=CC34C. Drug 2: C(=O)(N)NO. Cell line: UACC-257. Synergy scores: CSS=29.2, Synergy_ZIP=1.31, Synergy_Bliss=-0.742, Synergy_Loewe=-15.0, Synergy_HSA=-2.63. (3) Drug 1: COC1=C(C=C2C(=C1)N=CN=C2NC3=CC(=C(C=C3)F)Cl)OCCCN4CCOCC4. Drug 2: C1=CC=C(C=C1)NC(=O)CCCCCCC(=O)NO. Cell line: ACHN. Synergy scores: CSS=48.6, Synergy_ZIP=1.65, Synergy_Bliss=2.60, Synergy_Loewe=2.94, Synergy_HSA=5.77. (4) Drug 1: CC1=C(C=C(C=C1)C(=O)NC2=CC(=CC(=C2)C(F)(F)F)N3C=C(N=C3)C)NC4=NC=CC(=N4)C5=CN=CC=C5. Drug 2: CCC1(C2=C(COC1=O)C(=O)N3CC4=CC5=C(C=CC(=C5CN(C)C)O)N=C4C3=C2)O.Cl. Cell line: SN12C. Synergy scores: CSS=14.9, Synergy_ZIP=0.187, Synergy_Bliss=-5.72, Synergy_Loewe=-44.1, Synergy_HSA=-9.15. (5) Drug 1: CC12CCC(CC1=CCC3C2CCC4(C3CC=C4C5=CN=CC=C5)C)O. Drug 2: COC1=C2C(=CC3=C1OC=C3)C=CC(=O)O2. Cell line: OVCAR3. Synergy scores: CSS=3.70, Synergy_ZIP=2.42, Synergy_Bliss=8.06, Synergy_Loewe=-6.98, Synergy_HSA=-2.48. (6) Drug 1: CC(CN1CC(=O)NC(=O)C1)N2CC(=O)NC(=O)C2. Drug 2: C1CC(=O)NC(=O)C1N2C(=O)C3=CC=CC=C3C2=O. Cell line: MALME-3M. Synergy scores: CSS=11.0, Synergy_ZIP=-2.03, Synergy_Bliss=2.08, Synergy_Loewe=1.76, Synergy_HSA=1.77. (7) Drug 1: CN(C)N=NC1=C(NC=N1)C(=O)N. Drug 2: CN1C2=C(C=C(C=C2)N(CCCl)CCCl)N=C1CCCC(=O)O.Cl. Cell line: ACHN. Synergy scores: CSS=9.23, Synergy_ZIP=-5.90, Synergy_Bliss=-0.668, Synergy_Loewe=-4.84, Synergy_HSA=-0.634. (8) Cell line: BT-549. Synergy scores: CSS=-4.72, Synergy_ZIP=1.27, Synergy_Bliss=-0.861, Synergy_Loewe=-2.56, Synergy_HSA=-2.62. Drug 2: C1=CC(=CC=C1C#N)C(C2=CC=C(C=C2)C#N)N3C=NC=N3. Drug 1: CN(C)N=NC1=C(NC=N1)C(=O)N. (9) Cell line: HOP-62. Drug 2: C1=CC(=CC=C1CC(C(=O)O)N)N(CCCl)CCCl.Cl. Drug 1: C1CCN(CC1)CCOC2=CC=C(C=C2)C(=O)C3=C(SC4=C3C=CC(=C4)O)C5=CC=C(C=C5)O. Synergy scores: CSS=32.0, Synergy_ZIP=0.468, Synergy_Bliss=1.63, Synergy_Loewe=-3.73, Synergy_HSA=-4.41.